Dataset: Full USPTO retrosynthesis dataset with 1.9M reactions from patents (1976-2016). Task: Predict the reactants needed to synthesize the given product. Given the product [C:27]([O:26][C:24]([N:19]([CH2:18][C:17]1[CH:16]=[CH:15][C:8]([C:9]([O:11][CH2:12][CH:13]=[CH2:14])=[O:10])=[CH:7][C:6]=1[O:5][CH2:4][CH:1]1[CH2:3][CH2:2]1)[S:20]([CH3:23])(=[O:22])=[O:21])=[O:25])([CH3:30])([CH3:29])[CH3:28], predict the reactants needed to synthesize it. The reactants are: [CH:1]1([CH2:4][O:5][C:6]2[CH:7]=[C:8]([CH:15]=[CH:16][C:17]=2[CH2:18][NH:19][S:20]([CH3:23])(=[O:22])=[O:21])[C:9]([O:11][CH2:12][CH:13]=[CH2:14])=[O:10])[CH2:3][CH2:2]1.[C:24](O[C:24]([O:26][C:27]([CH3:30])([CH3:29])[CH3:28])=[O:25])([O:26][C:27]([CH3:30])([CH3:29])[CH3:28])=[O:25].